From a dataset of Forward reaction prediction with 1.9M reactions from USPTO patents (1976-2016). Predict the product of the given reaction. (1) Given the reactants [CH3:1][O:2][C:3]1[N:8]=[C:7]([S:9][CH3:10])[N:6]=[C:5]([NH:11][CH:12]2[CH2:17][CH2:16][CH2:15][N:14]([C:18]([O:20][C:21]([CH3:24])([CH3:23])[CH3:22])=[O:19])[CH2:13]2)[C:4]=1B1OC(C)(C)C(C)(C)O1.Br[C:35]1[N:40]=[CH:39][C:38]([F:41])=[CH:37][N:36]=1.C([O-])([O-])=O.[Cs+].[Cs+], predict the reaction product. The product is: [F:41][C:38]1[CH:37]=[N:36][C:35]([C:4]2[C:5]([NH:11][C@@H:12]3[CH2:17][CH2:16][CH2:15][N:14]([C:18]([O:20][C:21]([CH3:22])([CH3:23])[CH3:24])=[O:19])[CH2:13]3)=[N:6][C:7]([S:9][CH3:10])=[N:8][C:3]=2[O:2][CH3:1])=[N:40][CH:39]=1. (2) Given the reactants Cl[C:2]1[C:7]([C:8]#[N:9])=[CH:6][N:5]=[CH:4][CH:3]=1.C(OCC)C.[CH3:15][NH2:16], predict the reaction product. The product is: [CH3:15][NH:16][C:2]1[C:7]([C:8]#[N:9])=[CH:6][N:5]=[CH:4][CH:3]=1. (3) Given the reactants C1(P(C2CCCCC2)C2C=CC=CC=2C2C=CC=CC=2)CCCCC1.[CH3:26][O:27][C:28]1[CH:29]=[C:30]([NH2:40])[CH:31]=[CH:32][C:33]=1[N:34]1[CH:38]=[C:37]([CH3:39])[N:36]=[CH:35]1.[CH2:41]([C:48]1[CH:53]=[CH:52][N:51]=[C:50](Cl)[N:49]=1)[C:42]1[CH:47]=[CH:46][CH:45]=[CH:44][CH:43]=1.C(=O)([O-])[O-].[K+].[K+], predict the reaction product. The product is: [CH2:41]([C:48]1[CH:53]=[CH:52][N:51]=[C:50]([NH:40][C:30]2[CH:31]=[CH:32][C:33]([N:34]3[CH:38]=[C:37]([CH3:39])[N:36]=[CH:35]3)=[C:28]([O:27][CH3:26])[CH:29]=2)[N:49]=1)[C:42]1[CH:43]=[CH:44][CH:45]=[CH:46][CH:47]=1. (4) Given the reactants Cl[C:2]1[CH:30]=[CH:29][C:5]([C:6]([NH:8][CH2:9][CH2:10][NH:11][C:12]([C:14]2[C:15]([C:25]([F:28])([F:27])[F:26])=[N:16][N:17]([C:19]3[CH:24]=[CH:23][CH:22]=[CH:21][CH:20]=3)[CH:18]=2)=[O:13])=[O:7])=[CH:4][N:3]=1.[C:31]1([CH3:40])[CH:36]=[CH:35][CH:34]=[CH:33][C:32]=1B(O)O.[O-]P([O-])([O-])=O.[K+].[K+].[K+], predict the reaction product. The product is: [C:19]1([N:17]2[CH:18]=[C:14]([C:12]([NH:11][CH2:10][CH2:9][NH:8][C:6](=[O:7])[C:5]3[CH:29]=[CH:30][C:2]([C:32]4[CH:33]=[CH:34][CH:35]=[CH:36][C:31]=4[CH3:40])=[N:3][CH:4]=3)=[O:13])[C:15]([C:25]([F:28])([F:27])[F:26])=[N:16]2)[CH:24]=[CH:23][CH:22]=[CH:21][CH:20]=1. (5) Given the reactants [CH:1]([O:14][CH:15]1[CH2:20][CH2:19][NH:18][CH2:17][CH2:16]1)([C:8]1[CH:13]=[CH:12][CH:11]=[CH:10][CH:9]=1)[C:2]1[CH:7]=[CH:6][CH:5]=[CH:4][CH:3]=1.C([O-])(O)=O.[Na+].[I-].[K+].[CH2:28]([O:30][C:31](=[O:36])[CH2:32][CH2:33][CH2:34]Cl)[CH3:29], predict the reaction product. The product is: [CH2:28]([O:30][C:31](=[O:36])[CH2:32][CH2:33][CH2:34][N:18]1[CH2:19][CH2:20][CH:15]([O:14][CH:1]([C:8]2[CH:13]=[CH:12][CH:11]=[CH:10][CH:9]=2)[C:2]2[CH:3]=[CH:4][CH:5]=[CH:6][CH:7]=2)[CH2:16][CH2:17]1)[CH3:29]. (6) Given the reactants [CH2:1]([S:8]([NH:11][C:12]1[C:13](=[O:23])[N:14]([CH2:19][C:20](O)=[O:21])[C:15]([CH3:18])=[CH:16][CH:17]=1)(=[O:10])=[O:9])[C:2]1[CH:7]=[CH:6][CH:5]=[CH:4][CH:3]=1.Cl.[CH3:25][N:26]1[CH:34]=[C:33]2[C:28]([CH2:29][CH2:30][CH:31]([NH2:35])[CH2:32]2)=[N:27]1, predict the reaction product. The product is: [CH2:1]([S:8]([NH:11][C:12]1[C:13](=[O:23])[N:14]([CH2:19][C:20]([NH:35][CH:31]2[CH2:30][CH2:29][C:28]3[C:33](=[CH:34][N:26]([CH3:25])[N:27]=3)[CH2:32]2)=[O:21])[C:15]([CH3:18])=[CH:16][CH:17]=1)(=[O:10])=[O:9])[C:2]1[CH:7]=[CH:6][CH:5]=[CH:4][CH:3]=1. (7) Given the reactants C(OC([N:8]1[CH2:14][CH2:13][C:12]2[C:15]([S:20][C:21](=O)N(C)C)=[C:16]([Cl:19])[CH:17]=[CH:18][C:11]=2[CH2:10][CH2:9]1)=O)(C)(C)C.ClC[C:28]1[CH:41]=[CH:40][C:31]([C:32]([NH:34][CH2:35][C:36]([CH3:39])([CH3:38])[CH3:37])=[O:33])=[CH:30][CH:29]=1, predict the reaction product. The product is: [ClH:19].[Cl:19][C:16]1[CH:17]=[CH:18][C:11]2[CH2:10][CH2:9][NH:8][CH2:14][CH2:13][C:12]=2[C:15]=1[S:20][CH2:21][C:28]1[CH:41]=[CH:40][C:31]([C:32](=[O:33])[NH:34][CH2:35][C:36]([CH3:38])([CH3:37])[CH3:39])=[CH:30][CH:29]=1. (8) Given the reactants [CH:1]([O:4][C:5]1[N:10]=[CH:9][C:8](Br)=[CH:7][N:6]=1)([CH3:3])[CH3:2].C([Li])CCC.[B:17](OC(C)C)([O:22]C(C)C)[O:18]C(C)C, predict the reaction product. The product is: [CH:1]([O:4][C:5]1[N:10]=[CH:9][C:8]([B:17]([OH:22])[OH:18])=[CH:7][N:6]=1)([CH3:3])[CH3:2]. (9) Given the reactants [F:1][C:2]([F:10])([C:6]([F:9])([F:8])[F:7])[C:3](=[NH:5])[NH2:4].C(O[CH:14]=[C:15]([C:21](=O)[CH:22]([F:24])[F:23])[C:16]([O:18][CH2:19][CH3:20])=[O:17])C.CC[O-].[Na+], predict the reaction product. The product is: [F:23][CH:22]([F:24])[C:21]1[C:15]([C:16]([O:18][CH2:19][CH3:20])=[O:17])=[CH:14][N:4]=[C:3]([C:2]([F:10])([F:1])[C:6]([F:9])([F:8])[F:7])[N:5]=1. (10) Given the reactants [OH:1][C:2]1[CH:3]=[CH:4][C:5]2[CH2:11][CH2:10][NH:9][C:8](=[O:12])[NH:7][C:6]=2[CH:13]=1.Br[CH2:15][CH2:16][CH2:17][Cl:18].C(=O)([O-])[O-].[Cs+].[Cs+], predict the reaction product. The product is: [Cl:18][CH2:17][CH2:16][CH2:15][O:1][C:2]1[CH:3]=[CH:4][C:5]2[CH2:11][CH2:10][NH:9][C:8](=[O:12])[NH:7][C:6]=2[CH:13]=1.